This data is from Peptide-MHC class I binding affinity with 185,985 pairs from IEDB/IMGT. The task is: Regression. Given a peptide amino acid sequence and an MHC pseudo amino acid sequence, predict their binding affinity value. This is MHC class I binding data. (1) The peptide sequence is GEKSRCYSLY. The MHC is HLA-A30:01 with pseudo-sequence HLA-A30:01. The binding affinity (normalized) is 0.184. (2) The peptide sequence is PSSGRGGNY. The MHC is Mamu-A02 with pseudo-sequence Mamu-A02. The binding affinity (normalized) is 0.206. (3) The peptide sequence is TSACGIFLK. The MHC is HLA-A03:01 with pseudo-sequence HLA-A03:01. The binding affinity (normalized) is 0.353. (4) The peptide sequence is LLKTRFRGL. The MHC is HLA-B48:01 with pseudo-sequence HLA-B48:01. The binding affinity (normalized) is 0.0847. (5) The peptide sequence is DSPIGPIML. The MHC is HLA-B40:01 with pseudo-sequence HLA-B40:01. The binding affinity (normalized) is 0.0847.